From a dataset of Forward reaction prediction with 1.9M reactions from USPTO patents (1976-2016). Predict the product of the given reaction. (1) Given the reactants [Cl:1][C:2]1[CH:9]=[CH:8][C:5]([CH2:6]Br)=[C:4]([O:10][CH3:11])[CH:3]=1.[C-:12]#[N:13].[Na+], predict the reaction product. The product is: [Cl:1][C:2]1[CH:9]=[CH:8][C:5]([CH2:6][C:12]#[N:13])=[C:4]([O:10][CH3:11])[CH:3]=1. (2) Given the reactants Br[C:2]1[C:3]([O:27][CH:28]2[CH2:32][CH2:31][CH2:30][CH2:29]2)=[N:4][C:5]([CH:8]([N:10]2[CH2:15][CH2:14][N:13]([S:16]([C:19]3[CH:24]=[CH:23][C:22]([O:25][CH3:26])=[CH:21][CH:20]=3)(=[O:18])=[O:17])[CH2:12][CH2:11]2)[CH3:9])=[N:6][CH:7]=1, predict the reaction product. The product is: [CH:28]1([O:27][C:3]2[CH:2]=[CH:7][N:6]=[C:5]([CH:8]([N:10]3[CH2:15][CH2:14][N:13]([S:16]([C:19]4[CH:20]=[CH:21][C:22]([O:25][CH3:26])=[CH:23][CH:24]=4)(=[O:17])=[O:18])[CH2:12][CH2:11]3)[CH3:9])[N:4]=2)[CH2:29][CH2:30][CH2:31][CH2:32]1. (3) The product is: [F:1][C:2]1[CH:3]=[C:4]([CH:8]([C:20]2[CH:25]=[CH:24][CH:23]=[C:22]([F:26])[CH:21]=2)[C:9]2[S:13][C:12]([C:14]([O:16][CH2:17][CH3:18])=[O:15])=[CH:11][CH:10]=2)[CH:5]=[CH:6][CH:7]=1. Given the reactants [F:1][C:2]1[CH:3]=[C:4]([C:8]([C:20]2[CH:25]=[CH:24][CH:23]=[C:22]([F:26])[CH:21]=2)(O)[C:9]2[S:13][C:12]([C:14]([O:16][CH2:17][CH3:18])=[O:15])=[CH:11][CH:10]=2)[CH:5]=[CH:6][CH:7]=1.B(F)(F)F.O(CC)CC.C([SiH](CC)CC)C, predict the reaction product. (4) Given the reactants [C:1]([C:4]1[CH:5]=[CH:6][C:7]([O:14][CH3:15])=[C:8]([CH:13]=1)[C:9]([O:11][CH3:12])=[O:10])(=[O:3])[CH3:2].CO[CH:18](OC)[N:19]([CH3:21])[CH3:20].CO, predict the reaction product. The product is: [CH3:18][N:19]([CH3:21])/[CH:20]=[CH:2]/[C:1]([C:4]1[CH:5]=[CH:6][C:7]([O:14][CH3:15])=[C:8]([CH:13]=1)[C:9]([O:11][CH3:12])=[O:10])=[O:3]. (5) Given the reactants [OH:1][C:2]1[CH:3]=[C:4]([CH:7]=[CH:8][CH:9]=1)[C:5]#[N:6].Br[CH2:11][C:12]([NH2:14])=[O:13].C([O-])([O-])=O.[K+].[K+], predict the reaction product. The product is: [C:5]([C:4]1[CH:3]=[C:2]([CH:9]=[CH:8][CH:7]=1)[O:1][CH2:11][C:12]([NH2:14])=[O:13])#[N:6]. (6) Given the reactants [NH2:1][C:2]1[C:7]([N+:8]([O-:10])=[O:9])=[CH:6][CH:5]=[C:4](Cl)[N:3]=1.[C:12]([NH:15][C:16]1[CH:21]=[CH:20][C:19]([OH:22])=[CH:18][CH:17]=1)(=[O:14])[CH3:13].C([O-])([O-])=O.[K+].[K+], predict the reaction product. The product is: [N+:8]([C:7]1[C:2]([NH2:1])=[N:3][C:4]([O:22][C:19]2[CH:18]=[CH:17][C:16]([NH:15][C:12](=[O:14])[CH3:13])=[CH:21][CH:20]=2)=[CH:5][CH:6]=1)([O-:10])=[O:9].